This data is from Catalyst prediction with 721,799 reactions and 888 catalyst types from USPTO. The task is: Predict which catalyst facilitates the given reaction. (1) Reactant: [CH3:1][S:2]([C:5]1[CH:10]=[CH:9][C:8](/[C:11](=[CH:17]\[CH:18]2[CH2:23][CH2:22][O:21][CH2:20][CH2:19]2)/[C:12]([O:14]CC)=[O:13])=[CH:7][CH:6]=1)(=[O:4])=[O:3].[OH-].[Na+]. Product: [CH3:1][S:2]([C:5]1[CH:6]=[CH:7][C:8](/[C:11](=[CH:17]\[CH:18]2[CH2:23][CH2:22][O:21][CH2:20][CH2:19]2)/[C:12]([OH:14])=[O:13])=[CH:9][CH:10]=1)(=[O:4])=[O:3]. The catalyst class is: 5. (2) Reactant: NC1C([N+]([O-])=O)=C(N2CCN(CC(NC3SC=CN=3)=O)CC2)C(Cl)=CN=1.[NH2:27][C:28]1[C:33]([N+:34]([O-:36])=[O:35])=[C:32](Cl)[C:31]([Cl:38])=[CH:30][N:29]=1.[CH3:39][O:40][C:41]1[CH:46]=[CH:45][C:44]([C:47]([N:49]2[CH2:54][CH2:53][NH:52][CH2:51][CH2:50]2)=[O:48])=[CH:43][CH:42]=1. Product: [NH2:27][C:28]1[C:33]([N+:34]([O-:36])=[O:35])=[C:32]([N:52]2[CH2:51][CH2:50][N:49]([C:47]([C:44]3[CH:45]=[CH:46][C:41]([O:40][CH3:39])=[CH:42][CH:43]=3)=[O:48])[CH2:54][CH2:53]2)[C:31]([Cl:38])=[CH:30][N:29]=1. The catalyst class is: 32. (3) Reactant: [CH2:1]([C:3]1[C:7]([CH2:8][C:9]2[CH:14]=[CH:13][C:12]([NH:15][CH3:16])=[CH:11][CH:10]=2)=[C:6]([CH2:17][CH3:18])[N:5]([CH2:19][C@@H:20]([NH:22][C:23](=[O:29])[O:24][C:25]([CH3:28])([CH3:27])[CH3:26])[CH3:21])[N:4]=1)[CH3:2].[CH3:30][S:31](Cl)(=[O:33])=[O:32].N1C=CC=CC=1. Product: [CH2:1]([C:3]1[C:7]([CH2:8][C:9]2[CH:10]=[CH:11][C:12]([N:15]([CH3:16])[S:31]([CH3:30])(=[O:33])=[O:32])=[CH:13][CH:14]=2)=[C:6]([CH2:17][CH3:18])[N:5]([CH2:19][C@@H:20]([NH:22][C:23](=[O:29])[O:24][C:25]([CH3:26])([CH3:27])[CH3:28])[CH3:21])[N:4]=1)[CH3:2]. The catalyst class is: 4. (4) Reactant: O.O.Cl[Sn]Cl.[N:6]1([C:11]2[C:19]3[C:14](=[N:15][CH:16]=[C:17]([N+:20]([O-])=O)[CH:18]=3)[NH:13][N:12]=2)[CH:10]=[CH:9][N:8]=[CH:7]1.C(=O)(O)[O-].[Na+]. Product: [N:6]1([C:11]2[C:19]3[C:14](=[N:15][CH:16]=[C:17]([NH2:20])[CH:18]=3)[NH:13][N:12]=2)[CH:10]=[CH:9][N:8]=[CH:7]1. The catalyst class is: 13. (5) Reactant: [C:1]([O:5][C:6]([N:8]([C:37]([O:39][C:40]([CH3:43])([CH3:42])[CH3:41])=[O:38])[C:9]1[CH:10]=[N:11][CH:12]=[CH:13][C:14]=1[C@H:15]1[O:20][C@H:19]([CH2:21][CH2:22][C:23]([O:25][CH2:26][CH3:27])=[O:24])[C@@H:18]([OH:28])[C@H:17]([O:29][Si:30]([C:33]([CH3:36])([CH3:35])[CH3:34])([CH3:32])[CH3:31])[CH2:16]1)=[O:7])([CH3:4])([CH3:3])[CH3:2].C(=O)(O)[O-].[Na+]. Product: [C:1]([O:5][C:6]([N:8]([C:37]([O:39][C:40]([CH3:41])([CH3:43])[CH3:42])=[O:38])[C:9]1[CH:10]=[N:11][CH:12]=[CH:13][C:14]=1[C@H:15]1[O:20][C@H:19]([CH2:21][CH2:22][C:23]([O:25][CH2:26][CH3:27])=[O:24])[C:18](=[O:28])[C@H:17]([O:29][Si:30]([C:33]([CH3:36])([CH3:35])[CH3:34])([CH3:31])[CH3:32])[CH2:16]1)=[O:7])([CH3:4])([CH3:2])[CH3:3]. The catalyst class is: 2. (6) Reactant: [F:1][CH:2]([F:20])[C:3]1([C:10]2[CH:15]=[C:14]([N+:16]([O-:18])=[O:17])[CH:13]=[CH:12][C:11]=2[F:19])[CH2:8][O:7][CH2:6][C:5]([NH2:9])=[N:4]1.[CH3:21][C:22]([O:25][C:26](O[C:26]([O:25][C:22]([CH3:24])([CH3:23])[CH3:21])=[O:27])=[O:27])([CH3:24])[CH3:23].CCN(C(C)C)C(C)C. Product: [C:22]([O:25][C:26](=[O:27])[NH:9][C:5]1[CH2:6][O:7][CH2:8][C:3]([CH:2]([F:1])[F:20])([C:10]2[CH:15]=[C:14]([N+:16]([O-:18])=[O:17])[CH:13]=[CH:12][C:11]=2[F:19])[N:4]=1)([CH3:24])([CH3:23])[CH3:21]. The catalyst class is: 1. (7) Reactant: [CH3:1][O:2][C@@H:3]([C@@H:33]([N:38]([CH3:46])[C:39](=[O:45])[C@H:40]([CH:42]([CH3:44])[CH3:43])[NH2:41])[C@@H:34]([CH3:37])[CH2:35][CH3:36])[CH2:4][C:5]([N:7]1[CH2:11][CH2:10][CH2:9][C@H:8]1[C@H:12]([O:31][CH3:32])[C@@H:13]([CH3:30])[C:14](=[O:29])[NH:15][C@H:16]([C:24]1[S:25][CH:26]=[CH:27][N:28]=1)[CH2:17][C:18]1[CH:23]=[CH:22][CH:21]=[CH:20][CH:19]=1)=[O:6].F[P-](F)(F)(F)(F)F.Br[P+](N(C)C)(N(C)C)N(C)C.C(N(C(C)C)CC)(C)C.[NH2:74][C:75]1([C:78](O)=[O:79])[CH2:77][CH2:76]1. Product: [NH2:74][C:75]1([C:78]([NH:41][C@H:40]([C:39]([N:38]([C@@H:33]([C@@H:34]([CH3:37])[CH2:35][CH3:36])[C@H:3]([O:2][CH3:1])[CH2:4][C:5]([N:7]2[CH2:11][CH2:10][CH2:9][C@H:8]2[C@H:12]([O:31][CH3:32])[C@@H:13]([CH3:30])[C:14](=[O:29])[NH:15][C@H:16]([C:24]2[S:25][CH:26]=[CH:27][N:28]=2)[CH2:17][C:18]2[CH:19]=[CH:20][CH:21]=[CH:22][CH:23]=2)=[O:6])[CH3:46])=[O:45])[CH:42]([CH3:44])[CH3:43])=[O:79])[CH2:77][CH2:76]1. The catalyst class is: 4.